This data is from Reaction yield outcomes from USPTO patents with 853,638 reactions. The task is: Predict the reaction yield, written as a fraction of the theoretical maximum amount of product (1.0 means a 100% yield; for example, 0.34 means a 34% yield). The reactants are [CH3:1][C:2]1[O:6][N:5]=[C:4]([C:7]2[CH:12]=[CH:11][CH:10]=[CH:9][CH:8]=2)[C:3]=1[CH2:13][OH:14].[CH2:15]([O:17][C:18](=[O:28])[C:19]1[CH:24]=[C:23]([Br:25])[C:22](O)=[N:21][C:20]=1[CH3:27])[CH3:16]. No catalyst specified. The yield is 0.760. The product is [CH2:15]([O:17][C:18](=[O:28])[C:19]1[CH:24]=[C:23]([Br:25])[C:22]([O:14][CH2:13][C:3]2[C:4]([C:7]3[CH:12]=[CH:11][CH:10]=[CH:9][CH:8]=3)=[N:5][O:6][C:2]=2[CH3:1])=[N:21][C:20]=1[CH3:27])[CH3:16].